Dataset: Reaction yield outcomes from USPTO patents with 853,638 reactions. Task: Predict the reaction yield, written as a fraction of the theoretical maximum amount of product (1.0 means a 100% yield; for example, 0.34 means a 34% yield). The reactants are Br[CH2:2][C:3]1[C:4]([F:15])=[CH:5][CH:6]=[C:7]2[C:12]=1[N:11]=[C:10]([O:13][CH3:14])[CH:9]=[N:8]2.[C-:16]#[N:17].[K+]. The catalyst is CN(C)C=O. The product is [F:15][C:4]1[C:3]([CH2:2][C:16]#[N:17])=[C:12]2[C:7](=[CH:6][CH:5]=1)[N:8]=[CH:9][C:10]([O:13][CH3:14])=[N:11]2. The yield is 0.570.